Dataset: Catalyst prediction with 721,799 reactions and 888 catalyst types from USPTO. Task: Predict which catalyst facilitates the given reaction. (1) Reactant: [NH2:1][C:2]1[N:3]=[N:4][C:5]([I:8])=[CH:6][CH:7]=1.[C:9]([O:13][C:14](=[O:20])[NH:15][C:16](=O)[CH2:17]Cl)([CH3:12])([CH3:11])[CH3:10].P([O-])([O-])(O)=O.[Na+].[Na+].O. Product: [C:9]([O:13][C:14](=[O:20])[NH:15][C:16]1[N:1]=[C:2]2[CH:7]=[CH:6][C:5]([I:8])=[N:4][N:3]2[CH:17]=1)([CH3:12])([CH3:11])[CH3:10]. The catalyst class is: 80. (2) Reactant: [CH3:1][C:2]1[NH:6][C:5](=[O:7])[NH:4][C:3]=1[C:8]([C:10]1[CH:22]=[CH:21][C:13]([O:14][CH2:15][C:16]([O:18]CC)=[O:17])=[CH:12][CH:11]=1)=[O:9].[OH-].[K+]. Product: [CH3:1][C:2]1[NH:6][C:5](=[O:7])[NH:4][C:3]=1[C:8]([C:10]1[CH:22]=[CH:21][C:13]([O:14][CH2:15][C:16]([OH:18])=[O:17])=[CH:12][CH:11]=1)=[O:9]. The catalyst class is: 40. (3) Reactant: [H-].[Na+].[Cl:3][C:4]1[CH:11]=[CH:10][C:7]([C:8]#[N:9])=[C:6]([C:12]2[C:17]([O:18][CH3:19])=[CH:16][NH:15][C:14](=[O:20])[CH:13]=2)[CH:5]=1.[CH3:21][C:22]([CH3:44])([CH3:43])[CH2:23][CH:24](OS(C(F)(F)F)(=O)=O)[C:25]([O:27][CH2:28][C:29]1[CH:34]=[CH:33][CH:32]=[CH:31][CH:30]=1)=[O:26]. Product: [Cl:3][C:4]1[CH:11]=[CH:10][C:7]([C:8]#[N:9])=[C:6]([C:12]2[C:17]([O:18][CH3:19])=[CH:16][N:15]([CH:24]([CH2:23][C:22]([CH3:44])([CH3:43])[CH3:21])[C:25]([O:27][CH2:28][C:29]3[CH:34]=[CH:33][CH:32]=[CH:31][CH:30]=3)=[O:26])[C:14](=[O:20])[CH:13]=2)[CH:5]=1. The catalyst class is: 1. (4) Reactant: [CH3:1][O:2][C:3](=[O:20])[C:4]1[CH:9]=[C:8]([NH2:10])[C:7]([S:11][CH2:12]C[Si](C)(C)C)=[C:6]([Cl:18])[C:5]=1[NH2:19].COC(=O)C1C=C(N)C([SH:31])=C(Cl)C=1N.C(=S)=S.[OH-].[Na+]. Product: [CH3:1][O:2][C:3]([C:4]1[C:5]([NH2:19])=[C:6]([Cl:18])[CH:7]2[S:11][C:12]([SH:31])=[N:10][CH:8]2[CH:9]=1)=[O:20]. The catalyst class is: 14. (5) Reactant: Br[C:2]([F:25])([F:24])[C:3]1[O:7][N:6]=[C:5]([C:8]2[CH:13]=[CH:12][C:11]([S:14]([CH3:17])(=[O:16])=[O:15])=[CH:10][CH:9]=2)[C:4]=1[C:18]1[CH:23]=[CH:22][CH:21]=[CH:20][CH:19]=1.[F-:26].[K+].CC#N. Product: [CH3:17][S:14]([C:11]1[CH:12]=[CH:13][C:8]([C:5]2[C:4]([C:18]3[CH:23]=[CH:22][CH:21]=[CH:20][CH:19]=3)=[C:3]([C:2]([F:25])([F:26])[F:24])[O:7][N:6]=2)=[CH:9][CH:10]=1)(=[O:16])=[O:15]. The catalyst class is: 6. (6) Reactant: C([O:8][C:9]1[CH:14]=[CH:13][C:12]([N:15]2[C:23]3[C:22]4[CH:24]=[C:25]([O:28][CH3:29])[CH:26]=[CH:27][C:21]=4[CH2:20][CH2:19][C:18]=3[C:17]([CH3:30])=[N:16]2)=[CH:11][CH:10]=1)C1C=CC=CC=1. Product: [CH3:29][O:28][C:25]1[CH:26]=[CH:27][C:21]2[CH2:20][CH2:19][C:18]3[C:17]([CH3:30])=[N:16][N:15]([C:12]4[CH:13]=[CH:14][C:9]([OH:8])=[CH:10][CH:11]=4)[C:23]=3[C:22]=2[CH:24]=1. The catalyst class is: 541.